From a dataset of Full USPTO retrosynthesis dataset with 1.9M reactions from patents (1976-2016). Predict the reactants needed to synthesize the given product. (1) Given the product [CH2:24]([O:23][C:22]1[C:9]([NH:8][C:3]2[CH:4]=[CH:5][CH:6]=[CH:7][C:2]=2[NH:1][S:45]([CH3:44])(=[O:47])=[O:46])=[CH:10][C:11]2[CH2:12][C@H:13]3[N:33]([C:34]([O:36][CH2:37][C:38]4[CH:39]=[CH:40][CH:41]=[CH:42][CH:43]=4)=[O:35])[CH2:32][CH2:31][C@@:19]4([C:20]=2[CH:21]=1)[C@H:14]3[CH2:15][CH2:16][CH2:17][CH2:18]4)[C:25]1[CH:26]=[CH:27][CH:28]=[CH:29][CH:30]=1, predict the reactants needed to synthesize it. The reactants are: [NH2:1][C:2]1[CH:7]=[CH:6][CH:5]=[CH:4][C:3]=1[NH:8][C:9]1[C:22]([O:23][CH2:24][C:25]2[CH:30]=[CH:29][CH:28]=[CH:27][CH:26]=2)=[CH:21][C:20]2[C@:19]34[CH2:31][CH2:32][N:33]([C:34]([O:36][CH2:37][C:38]5[CH:43]=[CH:42][CH:41]=[CH:40][CH:39]=5)=[O:35])[C@@H:13]([C@@H:14]3[CH2:15][CH2:16][CH2:17][CH2:18]4)[CH2:12][C:11]=2[CH:10]=1.[CH3:44][S:45](Cl)(=[O:47])=[O:46].O. (2) Given the product [Cl:1][C:2]1[S:6][C:5]([N:7]([CH2:20][C:21]2[CH:26]=[CH:25][C:24]([O:27][CH3:28])=[CH:23][C:22]=2[O:29][CH3:30])[S:8]([C:11]2[CH:16]=[CH:15][C:14]([O:39][C:33]3[CH:34]=[CH:35][C:36]([F:38])=[CH:37][C:32]=3[I:31])=[C:13]([C:18]#[N:19])[CH:12]=2)(=[O:10])=[O:9])=[N:4][CH:3]=1, predict the reactants needed to synthesize it. The reactants are: [Cl:1][C:2]1[S:6][C:5]([N:7]([CH2:20][C:21]2[CH:26]=[CH:25][C:24]([O:27][CH3:28])=[CH:23][C:22]=2[O:29][CH3:30])[S:8]([C:11]2[CH:16]=[CH:15][C:14](F)=[C:13]([C:18]#[N:19])[CH:12]=2)(=[O:10])=[O:9])=[N:4][CH:3]=1.[I:31][C:32]1[CH:37]=[C:36]([F:38])[CH:35]=[CH:34][C:33]=1[OH:39].C(=O)([O-])[O-].[K+].[K+].O. (3) Given the product [Cl:52][C:53]1[CH:58]=[C:57]([CH2:59][NH:60][C:15]([C@H:9]2[N:8]([C:6]([O:5][C:1]([CH3:2])([CH3:3])[CH3:4])=[O:7])[C@@H:12]([CH3:13])[C@H:11]([F:14])[CH2:10]2)=[O:17])[C:56]([C:61]([F:62])([F:63])[F:64])=[CH:55][N:54]=1, predict the reactants needed to synthesize it. The reactants are: [C:1]([O:5][C:6]([N:8]1[C@@H:12]([CH3:13])[C@H:11]([F:14])[CH2:10][C@H:9]1[C:15]([OH:17])=O)=[O:7])([CH3:4])([CH3:3])[CH3:2].CCN(C(C)C)C(C)C.CN(C(ON1N=NC2C=CC=NC1=2)=[N+](C)C)C.F[P-](F)(F)(F)(F)F.Cl.[Cl:52][C:53]1[CH:58]=[C:57]([CH2:59][NH2:60])[C:56]([C:61]([F:64])([F:63])[F:62])=[CH:55][N:54]=1. (4) The reactants are: C([O:5][C:6]([C:8]1[CH:21]=[CH:20][C:11]2[CH2:12][CH2:13][O:14][C:15](=[O:19])[N:16]([CH2:17][CH3:18])[C:10]=2[CH:9]=1)=[O:7])(C)(C)C. Given the product [CH2:17]([N:16]1[C:10]2[CH:9]=[C:8]([C:6]([OH:7])=[O:5])[CH:21]=[CH:20][C:11]=2[CH2:12][CH2:13][O:14][C:15]1=[O:19])[CH3:18], predict the reactants needed to synthesize it.